Task: Regression. Given a peptide amino acid sequence and an MHC pseudo amino acid sequence, predict their binding affinity value. This is MHC class I binding data.. Dataset: Peptide-MHC class I binding affinity with 185,985 pairs from IEDB/IMGT (1) The peptide sequence is YVIKKSARV. The MHC is Patr-B0101 with pseudo-sequence Patr-B0101. The binding affinity (normalized) is 0. (2) The peptide sequence is NLVKWPLLNI. The MHC is HLA-A02:01 with pseudo-sequence HLA-A02:01. The binding affinity (normalized) is 0.539. (3) The peptide sequence is TSTLQEQIAW. The MHC is HLA-B44:02 with pseudo-sequence HLA-B44:02. The binding affinity (normalized) is 0. (4) The peptide sequence is FFVFIHMVR. The MHC is HLA-A11:01 with pseudo-sequence HLA-A11:01. The binding affinity (normalized) is 0.239.